From a dataset of NCI-60 drug combinations with 297,098 pairs across 59 cell lines. Regression. Given two drug SMILES strings and cell line genomic features, predict the synergy score measuring deviation from expected non-interaction effect. (1) Drug 1: C1CC(=O)NC(=O)C1N2CC3=C(C2=O)C=CC=C3N. Drug 2: CCC1(CC2CC(C3=C(CCN(C2)C1)C4=CC=CC=C4N3)(C5=C(C=C6C(=C5)C78CCN9C7C(C=CC9)(C(C(C8N6C)(C(=O)OC)O)OC(=O)C)CC)OC)C(=O)OC)O.OS(=O)(=O)O. Cell line: T-47D. Synergy scores: CSS=14.5, Synergy_ZIP=-6.04, Synergy_Bliss=-4.02, Synergy_Loewe=-3.99, Synergy_HSA=-3.96. (2) Cell line: T-47D. Drug 1: CNC(=O)C1=CC=CC=C1SC2=CC3=C(C=C2)C(=NN3)C=CC4=CC=CC=N4. Drug 2: CC12CCC3C(C1CCC2OP(=O)(O)O)CCC4=C3C=CC(=C4)OC(=O)N(CCCl)CCCl.[Na+]. Synergy scores: CSS=-5.97, Synergy_ZIP=-1.13, Synergy_Bliss=-9.66, Synergy_Loewe=-12.7, Synergy_HSA=-11.4. (3) Drug 1: CS(=O)(=O)C1=CC(=C(C=C1)C(=O)NC2=CC(=C(C=C2)Cl)C3=CC=CC=N3)Cl. Drug 2: CC1C(C(CC(O1)OC2CC(CC3=C2C(=C4C(=C3O)C(=O)C5=CC=CC=C5C4=O)O)(C(=O)C)O)N)O. Cell line: T-47D. Synergy scores: CSS=42.0, Synergy_ZIP=-1.62, Synergy_Bliss=-0.991, Synergy_Loewe=-11.2, Synergy_HSA=2.08. (4) Drug 2: CC(C)CN1C=NC2=C1C3=CC=CC=C3N=C2N. Cell line: NCI/ADR-RES. Drug 1: C1=NC(=NC(=O)N1C2C(C(C(O2)CO)O)O)N. Synergy scores: CSS=12.3, Synergy_ZIP=-1.42, Synergy_Bliss=1.65, Synergy_Loewe=0.0753, Synergy_HSA=-0.554. (5) Cell line: HOP-62. Drug 2: CC1=C(N=C(N=C1N)C(CC(=O)N)NCC(C(=O)N)N)C(=O)NC(C(C2=CN=CN2)OC3C(C(C(C(O3)CO)O)O)OC4C(C(C(C(O4)CO)O)OC(=O)N)O)C(=O)NC(C)C(C(C)C(=O)NC(C(C)O)C(=O)NCCC5=NC(=CS5)C6=NC(=CS6)C(=O)NCCC[S+](C)C)O. Synergy scores: CSS=25.5, Synergy_ZIP=-7.09, Synergy_Bliss=-4.85, Synergy_Loewe=-7.94, Synergy_HSA=-6.02. Drug 1: C1=CC(=CC=C1CCCC(=O)O)N(CCCl)CCCl.